This data is from Full USPTO retrosynthesis dataset with 1.9M reactions from patents (1976-2016). The task is: Predict the reactants needed to synthesize the given product. (1) Given the product [CH3:1][C:2]1[C:6]([CH2:7][O:8][CH2:13][C:14]([N:16]2[CH2:21][CH2:20][N:19]([C:22]3[CH:27]=[CH:26][CH:25]=[CH:24][C:23]=3[CH3:28])[CH2:18][CH2:17]2)=[O:15])=[C:5]([CH3:9])[O:4][N:3]=1, predict the reactants needed to synthesize it. The reactants are: [CH3:1][C:2]1[C:6]([CH2:7][OH:8])=[C:5]([CH3:9])[O:4][N:3]=1.[H-].[Na+].Cl[CH2:13][C:14]([N:16]1[CH2:21][CH2:20][N:19]([C:22]2[CH:27]=[CH:26][CH:25]=[CH:24][C:23]=2[CH3:28])[CH2:18][CH2:17]1)=[O:15]. (2) Given the product [CH:1]([C:4]1[CH:9]=[CH:8][C:7]([C:10]2([CH3:23])[C:14]3[C:15]([CH3:22])=[C:16]([NH:21][C:13](=[O:12])[CH2:14][C:10]([CH3:23])([CH3:11])[CH3:7])[C:17]([CH3:20])=[C:18]([CH3:19])[C:13]=3[O:12][CH2:11]2)=[CH:6][CH:5]=1)([CH3:3])[CH3:2], predict the reactants needed to synthesize it. The reactants are: [CH:1]([C:4]1[CH:9]=[CH:8][C:7]([C:10]2([CH3:23])[C:14]3[C:15]([CH3:22])=[C:16]([NH2:21])[C:17]([CH3:20])=[C:18]([CH3:19])[C:13]=3[O:12][CH2:11]2)=[CH:6][CH:5]=1)([CH3:3])[CH3:2]. (3) Given the product [Br:1][C:2]1[C:3](/[CH:19]=[N:20]\[S@:21]([C:23]([CH3:26])([CH3:25])[CH3:24])=[O:22])=[N:4][C:5]([Br:27])=[CH:6][CH:7]=1, predict the reactants needed to synthesize it. The reactants are: [Br:1][C:2]1[C:3](/[CH:19]=[N:20]\[S@:21]([C:23]([CH3:26])([CH3:25])[CH3:24])=[O:22])=[N:4][CH:5]=[C:6](N2C(=O)C3C(=CC=CC=3)C2=O)[CH:7]=1.[Br:27]C1C(C=O)=NC(Br)=CC=1. (4) Given the product [CH3:17][O:7][C:6](=[O:8])[C:5]1[CH:9]=[CH:10][C:2]([Br:1])=[C:3]([CH3:11])[CH:4]=1, predict the reactants needed to synthesize it. The reactants are: [Br:1][C:2]1[CH:10]=[CH:9][C:5]([C:6]([OH:8])=[O:7])=[CH:4][C:3]=1[CH3:11].S(=O)(=O)(O)O.[CH3:17]O. (5) Given the product [Cl:3][C:4]1[CH:5]=[C:6]([C:14]2[O:18][N:17]=[C:16]([C:19]3[CH:24]=[N:23][CH:22]=[C:21]4[N:25]([CH2:28][CH2:29][C:30]([OH:32])=[O:31])[CH:26]=[CH:27][C:20]=34)[N:15]=2)[CH:7]=[CH:8][C:9]=1[O:10][CH:11]([CH3:13])[CH3:12], predict the reactants needed to synthesize it. The reactants are: [OH-].[Na+].[Cl:3][C:4]1[CH:5]=[C:6]([C:14]2[O:18][N:17]=[C:16]([C:19]3[CH:24]=[N:23][CH:22]=[C:21]4[N:25]([CH2:28][CH2:29][C:30]([O:32]CC)=[O:31])[CH:26]=[CH:27][C:20]=34)[N:15]=2)[CH:7]=[CH:8][C:9]=1[O:10][CH:11]([CH3:13])[CH3:12]. (6) Given the product [CH3:24][C:15]1[CH:14]=[CH:23][CH:22]=[C:17]([CH3:18])[C:16]=1[NH:56][C:69]([NH:1][C:2]1[CH:10]=[C:9]([F:11])[C:8]([F:12])=[CH:7][C:3]=1[C:4]([NH:44][C@H:45]([C:53]([OH:55])=[O:54])[CH2:46][C:47]1[CH:48]=[CH:49][CH:50]=[CH:51][CH:52]=1)=[O:6])=[O:70], predict the reactants needed to synthesize it. The reactants are: [NH2:1][C:2]1[CH:10]=[C:9]([F:11])[C:8]([F:12])=[CH:7][C:3]=1[C:4]([OH:6])=O.N[C:14]1[C:15]([C:24](O)=O)=[CH:16][C:17]2[C:22]([CH:23]=1)=CC=C[CH:18]=2.C([NH:44][C@H:45]([C:53]([OH:55])=[O:54])[CH2:46][C:47]1[CH:52]=[CH:51][CH:50]=[CH:49][CH:48]=1)(OCC1C2C(=CC=CC=2)C2C1=CC=CC=2)=O.[NH:56]([C:69](OCC1C2C(=CC=CC=2)C2C1=CC=CC=2)=[O:70])[C@H](C(O)=O)CC(=O)OC(C)(C)C.